Task: Predict the product of the given reaction.. Dataset: Forward reaction prediction with 1.9M reactions from USPTO patents (1976-2016) (1) The product is: [CH2:1]([NH:3][C:4]1[C:9]([CH3:10])=[CH:8][C:7]2[C:12]([C:14]3[CH:24]=[CH:23][C:17]([O:18][CH2:19][C:20]([OH:22])=[O:21])=[CH:16][CH:15]=3)=[C:33]3[C:34]([O:11][C:6]=2[CH:5]=1)=[CH:35][C:36](=[N:27][CH2:25][CH3:26])[C:31]([CH3:30])=[CH:32]3)[CH3:2]. Given the reactants [CH2:1]([NH:3][C:4]1[CH:5]=[C:6]([OH:11])[CH:7]=[CH:8][C:9]=1[CH3:10])[CH3:2].[CH:12]([C:14]1[CH:24]=[CH:23][C:17]([O:18][CH2:19][C:20]([OH:22])=[O:21])=[CH:16][CH:15]=1)=O.[CH2:25]([N:27]1[C:36]2[C:31](=[CH:32][CH:33]=[C:34](O)[CH:35]=2)[C:30](C)=CC1(C)C)[CH3:26], predict the reaction product. (2) Given the reactants Cl[C:2]1[CH:3]=[CH:4][C:5]([N+:8]([O-:10])=[O:9])=[N:6][CH:7]=1.[CH3:11][S-:12].[Na+], predict the reaction product. The product is: [CH3:11][S:12][C:2]1[CH:3]=[CH:4][C:5]([N+:8]([O-:10])=[O:9])=[N:6][CH:7]=1. (3) The product is: [CH3:5][C:6]1[CH:7]=[N:8][C:9]([CH2:15][S+:16]([O-:28])[C:17]2[N-:18][C:19]3[CH:20]=[CH:21][C:22]([O:26][CH3:27])=[CH:23][C:24]=3[N:25]=2)=[C:10]([CH3:14])[C:11]=1[O:12][CH3:13].[Na+:31]. Given the reactants CC(C)=O.[CH3:5][C:6]1[CH:7]=[N:8][C:9]([CH2:15][S+:16]([O-:28])[C:17]2[NH:18][C:19]3[CH:20]=[CH:21][C:22]([O:26][CH3:27])=[CH:23][C:24]=3[N:25]=2)=[C:10]([CH3:14])[C:11]=1[O:12][CH3:13].C[O-].[Na+:31].CO, predict the reaction product.